From a dataset of Forward reaction prediction with 1.9M reactions from USPTO patents (1976-2016). Predict the product of the given reaction. (1) Given the reactants [H-].C([Al+]CC(C)C)C(C)C.[O:11]=[S:12]1(=[O:35])[N:20]([C:21]2[CH:28]=[CH:27][C:24]([C:25]#[N:26])=[C:23]([C:29]([F:32])([F:31])[F:30])[CH:22]=2)[C:19](=[O:33])[C@@H:18]2[C@H:13]1[C@H:14]1[CH2:34][C@@H:17]2[CH:16]=[CH:15]1, predict the reaction product. The product is: [OH:33][CH:19]1[C@@H:18]2[C@@H:13]([C@H:14]3[CH2:34][C@@H:17]2[CH:16]=[CH:15]3)[S:12](=[O:35])(=[O:11])[N:20]1[C:21]1[CH:28]=[CH:27][C:24]([C:25]#[N:26])=[C:23]([C:29]([F:31])([F:30])[F:32])[CH:22]=1. (2) Given the reactants CS(OC[C@H]1OC1)(=O)=O.[CH3:10][O:11][C:12]1[C:21]2[N:20]=[C:19]([NH2:22])[N:18]3[CH2:23][CH2:24][N:25]=[C:17]3[C:16]=2[CH:15]=[CH:14][C:13]=1[O:26][CH2:27][C@H:28]1[CH2:30][O:29]1.[NH:31]1[CH2:36][CH2:35][O:34][CH2:33][CH2:32]1.[CH3:37][C:38]1[C:43]([C:44](O)=[O:45])=[CH:42][CH:41]=[CH:40][N:39]=1, predict the reaction product. The product is: [OH:29][C@@H:28]([CH2:30][N:31]1[CH2:36][CH2:35][O:34][CH2:33][CH2:32]1)[CH2:27][O:26][C:13]1[CH:14]=[CH:15][C:16]2[C:17]3[N:18]([CH2:23][CH2:24][N:25]=3)[C:19]([NH:22][C:44]([C:43]3[C:38]([CH3:37])=[N:39][CH:40]=[CH:41][CH:42]=3)=[O:45])=[N:20][C:21]=2[C:12]=1[O:11][CH3:10].